This data is from Full USPTO retrosynthesis dataset with 1.9M reactions from patents (1976-2016). The task is: Predict the reactants needed to synthesize the given product. (1) The reactants are: C[O:2][C:3]([C:5]1[C:10]([NH2:11])=[N:9][C:8]([CH2:12][CH2:13][O:14][CH3:15])=[CH:7][N:6]=1)=[O:4].[OH-].[Na+].Cl. Given the product [NH2:11][C:10]1[C:5]([C:3]([OH:4])=[O:2])=[N:6][CH:7]=[C:8]([CH2:12][CH2:13][O:14][CH3:15])[N:9]=1, predict the reactants needed to synthesize it. (2) Given the product [CH:3](=[C:9]1[CH2:8][CH2:7][CH:1]([CH2:6][CH2:5][CH2:4][CH2:3][CH3:2])[C:14]1=[O:17])[CH2:2][CH2:1][CH2:6][CH3:5], predict the reactants needed to synthesize it. The reactants are: [C:1]1([CH3:7])[CH:6]=[CH:5][CH:4]=[CH:3][CH:2]=1.[C:8](O)(=O)[C:9](O)=O.[C:14](=[O:17])(O)[O-].[Na+]. (3) Given the product [CH:1]1([C:7]2[C:15]3[C:10](=[CH:11][C:12]([C:16]([OH:18])=[O:17])=[CH:13][CH:14]=3)[CH:9]([CH2:20][CH2:21][C:22](=[O:35])[N:23]3[CH2:24][CH2:25][CH:26]([N:29]4[CH2:33][CH2:32][CH2:31][C:30]4=[O:34])[CH2:27][CH2:28]3)[C:8]=2[C:36]2[CH:37]=[CH:38][CH:39]=[CH:40][CH:41]=2)[CH2:2][CH2:3][CH2:4][CH2:5][CH2:6]1, predict the reactants needed to synthesize it. The reactants are: [CH:1]1([C:7]2[C:15]3[C:10](=[CH:11][C:12]([C:16]([O:18]C)=[O:17])=[CH:13][CH:14]=3)[CH:9]([CH2:20][CH2:21][C:22](=[O:35])[N:23]3[CH2:28][CH2:27][CH:26]([N:29]4[CH2:33][CH2:32][CH2:31][C:30]4=[O:34])[CH2:25][CH2:24]3)[C:8]=2[C:36]2[CH:41]=[CH:40][CH:39]=[CH:38][CH:37]=2)[CH2:6][CH2:5][CH2:4][CH2:3][CH2:2]1.CO.[OH-].[Na+].Cl.